Dataset: Reaction yield outcomes from USPTO patents with 853,638 reactions. Task: Predict the reaction yield, written as a fraction of the theoretical maximum amount of product (1.0 means a 100% yield; for example, 0.34 means a 34% yield). (1) The reactants are [C:1]([O:9][CH2:10][C@@H:11]1[C:15]([O:17][C:18](=[O:20])[CH3:19])([CH3:16])[C@:14]([F:22])([CH3:21])[CH:13]([N:23]2[CH:31]=[N:30][C:29]3[C:24]2=[N:25][CH:26]=[N:27][C:28]=3Cl)[O:12]1)(=[O:8])[C:2]1[CH:7]=[CH:6][CH:5]=[CH:4][CH:3]=1.[Cl:33][C:34]1[CH:35]=[C:36]([CH:39]=[CH:40][CH:41]=1)[CH2:37][NH2:38].O. The catalyst is C(O)C. The product is [C:1]([O:9][CH2:10][C@@H:11]1[C:15]([O:17][C:18](=[O:20])[CH3:19])([CH3:16])[C@:14]([F:22])([CH3:21])[CH:13]([N:23]2[CH:31]=[N:30][C:29]3[C:24]2=[N:25][CH:26]=[N:27][C:28]=3[NH:38][CH2:37][C:36]2[CH:39]=[CH:40][CH:41]=[C:34]([Cl:33])[CH:35]=2)[O:12]1)(=[O:8])[C:2]1[CH:7]=[CH:6][CH:5]=[CH:4][CH:3]=1. The yield is 0.612. (2) The reactants are [H-].[Na+].[I-].[CH3:4][S+](C)C.[Cl:8][C:9]1[CH:14]=[C:13]([O:15][C:16]2[CH:21]=[CH:20][C:19]([Cl:22])=[CH:18][CH:17]=2)[CH:12]=[CH:11][C:10]=1[C:23](=[O:26])[CH2:24][CH3:25]. The catalyst is C1COCC1.CS(C)=O. The product is [Cl:8][C:9]1[CH:14]=[C:13]([O:15][C:16]2[CH:21]=[CH:20][C:19]([Cl:22])=[CH:18][CH:17]=2)[CH:12]=[CH:11][C:10]=1[C:23]1([CH2:24][CH3:25])[CH2:4][O:26]1. The yield is 0.970. (3) The reactants are [C:1]([C:8]1[NH:9][CH:10]=[CH:11]N=1)([C:3]1NC=CN=1)=O.[Cl:13][C:14]1[CH:22]=[CH:21][C:17]([C:18]([OH:20])=O)=[CH:16][C:15]=1[N+:23]([O-:25])=[O:24].N1CCCCC1. The catalyst is C(OCC)(=O)C. The product is [Cl:13][C:14]1[CH:22]=[CH:21][C:17]([C:18]([N:9]2[CH2:8][CH2:1][CH2:3][CH2:11][CH2:10]2)=[O:20])=[CH:16][C:15]=1[N+:23]([O-:25])=[O:24]. The yield is 0.970. (4) The reactants are [NH2:1][C:2]1[S:3][C:4]2[CH:10]=[CH:9][CH:8]=[C:7]([O:11][C:12]([F:15])([F:14])[F:13])[C:5]=2[N:6]=1.[CH3:16][C:17]1[S:21][C:20]([C:22](Cl)=[O:23])=[CH:19][CH:18]=1. The catalyst is N1C=CC=CC=1.CN(C)C1C=CN=CC=1. The product is [F:14][C:12]([F:15])([F:13])[O:11][C:7]1[C:5]2[N:6]=[C:2]([NH:1][C:22]([C:20]3[S:21][C:17]([CH3:16])=[CH:18][CH:19]=3)=[O:23])[S:3][C:4]=2[CH:10]=[CH:9][CH:8]=1. The yield is 0.390. (5) The reactants are [F:1][C:2]([F:30])([C:10]1[CH:15]=[CH:14][C:13]([N:16]2[CH:20]=[N:19][C:18]([C:21]3[CH:29]=[CH:28][C:24]([C:25]([OH:27])=O)=[CH:23][CH:22]=3)=[N:17]2)=[CH:12][CH:11]=1)[C:3]([F:9])([F:8])[C:4]([F:7])([F:6])[F:5].C1(P([N:45]=[N+:46]=[N-:47])(C2C=CC=CC=2)=O)C=CC=CC=1.C(N(CC)CC)C. The catalyst is C(O)(C)C. The product is [F:1][C:2]([F:30])([C:10]1[CH:15]=[CH:14][C:13]([N:16]2[CH:20]=[N:19][C:18]([C:21]3[CH:29]=[CH:28][C:24]([C:25]([N:45]=[N+:46]=[N-:47])=[O:27])=[CH:23][CH:22]=3)=[N:17]2)=[CH:12][CH:11]=1)[C:3]([F:9])([F:8])[C:4]([F:6])([F:5])[F:7]. The yield is 0.300. (6) The reactants are [N+:1]([C:4]1[CH:5]=[CH:6][C:7]([O:10][C@@H:11]2[CH2:15][CH2:14][N:13](C(OC(C)(C)C)=O)[CH2:12]2)=[N:8][CH:9]=1)([O-:3])=[O:2].[C:23]([OH:29])([C:25]([F:28])([F:27])[F:26])=[O:24]. The catalyst is C(Cl)Cl. The product is [F:26][C:25]([F:28])([F:27])[C:23]([OH:29])=[O:24].[F:26][C:25]([F:28])([F:27])[C:23]([OH:29])=[O:24].[N+:1]([C:4]1[CH:5]=[CH:6][C:7]([O:10][C@@H:11]2[CH2:15][CH2:14][NH:13][CH2:12]2)=[N:8][CH:9]=1)([O-:3])=[O:2]. The yield is 0.960. (7) The reactants are [NH2:1][C:2]1[CH:7]=[CH:6][C:5]([CH:8]2[C:17]([CH3:19])([CH3:18])[CH2:16][C:15]3[C:10](=[CH:11][CH:12]=[C:13]([C:20]([OH:22])=[O:21])[CH:14]=3)[NH:9]2)=[CH:4][CH:3]=1.[F:23][C:24]1[CH:25]=[C:26]([S:30](Cl)(=[O:32])=[O:31])[CH:27]=[CH:28][CH:29]=1. The catalyst is N1C=CC=CC=1. The product is [F:23][C:24]1[CH:25]=[C:26]([S:30]([NH:1][C:2]2[CH:3]=[CH:4][C:5]([CH:8]3[C:17]([CH3:18])([CH3:19])[CH2:16][C:15]4[C:10](=[CH:11][CH:12]=[C:13]([C:20]([OH:22])=[O:21])[CH:14]=4)[NH:9]3)=[CH:6][CH:7]=2)(=[O:32])=[O:31])[CH:27]=[CH:28][CH:29]=1. The yield is 0.620.